Dataset: Reaction yield outcomes from USPTO patents with 853,638 reactions. Task: Predict the reaction yield, written as a fraction of the theoretical maximum amount of product (1.0 means a 100% yield; for example, 0.34 means a 34% yield). The yield is 0.400. The catalyst is C(Cl)Cl.[Br-].C([N+](CCCC)(CCCC)CCCC)CCC. The reactants are [CH:1](Cl)([F:3])[F:2].[OH:5][C:6]1[CH:7]=[C:8]2[C:12](=[CH:13][CH:14]=1)[N:11]([C:15]1[CH:20]=[CH:19][C:18]([O:21][CH3:22])=[CH:17][CH:16]=1)[C:10]([CH3:23])=[C:9]2[C:24]([O:26][CH2:27][CH3:28])=[O:25].[OH-].[Na+].O. The product is [F:2][CH:1]([F:3])[O:5][C:6]1[CH:7]=[C:8]2[C:12](=[CH:13][CH:14]=1)[N:11]([C:15]1[CH:16]=[CH:17][C:18]([O:21][CH3:22])=[CH:19][CH:20]=1)[C:10]([CH3:23])=[C:9]2[C:24]([O:26][CH2:27][CH3:28])=[O:25].